Dataset: Peptide-MHC class I binding affinity with 185,985 pairs from IEDB/IMGT. Task: Regression. Given a peptide amino acid sequence and an MHC pseudo amino acid sequence, predict their binding affinity value. This is MHC class I binding data. (1) The peptide sequence is STLERTSKASLER. The MHC is HLA-B35:01 with pseudo-sequence HLA-B35:01. The binding affinity (normalized) is 0. (2) The peptide sequence is KRIRLKHIF. The MHC is HLA-B39:01 with pseudo-sequence HLA-B39:01. The binding affinity (normalized) is 0.0847. (3) The peptide sequence is KTKISVEKIK. The MHC is HLA-A68:01 with pseudo-sequence HLA-A68:01. The binding affinity (normalized) is 0.0652. (4) The peptide sequence is IVYEAADAIL. The MHC is Patr-B0101 with pseudo-sequence Patr-B0101. The binding affinity (normalized) is 0.426. (5) The binding affinity (normalized) is 0.230. The MHC is HLA-A24:02 with pseudo-sequence HLA-A24:02. The peptide sequence is GWGNGCGLF. (6) The peptide sequence is YFENSDLNL. The MHC is HLA-A68:02 with pseudo-sequence HLA-A68:02. The binding affinity (normalized) is 0.0847. (7) The peptide sequence is NLFEKFFPSS. The MHC is HLA-A02:01 with pseudo-sequence HLA-A02:01. The binding affinity (normalized) is 0.482.